From a dataset of Experimentally validated miRNA-target interactions with 360,000+ pairs, plus equal number of negative samples. Binary Classification. Given a miRNA mature sequence and a target amino acid sequence, predict their likelihood of interaction. The miRNA is hsa-miR-8053 with sequence UGGCGAUUUUGGAACUCAAUGGCA. The protein sequence of the target gene is MAVQAALLSTHPFVPFGFGGSPDGLGGAFGALDKGCCFEDDETGAPAGALLSGAEGGDVREATRDLLSFIDSASSNIKLALDKPGKSKRKVNHRKYLQKQIKRCSGLMGAAPPGPPSPSAADTPAKRPLAAPSAPTVAAPAHGKAAPRREASQAAAAASLQSRSLAALFDSLRHVPGGAEPAGGEVAAPAAGLGGAGTGGAGGDVAGPAGATAIPGARKVPLRARNLPPSFFTEPSRAGGGGCGPSGPDVSLGDLEKGAEAVEFFELLGPDYGAGTEAAVLLAAEPLDVFPAGASVLRGP.... Result: 0 (no interaction).